From a dataset of Reaction yield outcomes from USPTO patents with 853,638 reactions. Predict the reaction yield, written as a fraction of the theoretical maximum amount of product (1.0 means a 100% yield; for example, 0.34 means a 34% yield). (1) The reactants are [CH:1]([C@H:3]1[CH2:7][CH2:6][CH2:5][N:4]1[C:8]([O:10][C:11]([CH3:14])([CH3:13])[CH3:12])=[O:9])=O.Cl.[NH2:16][OH:17].[OH-].[Na+].CC1C=CC(S([N-]Cl)(=O)=O)=CC=1.O.O.O.[Na+].O=C1O[C@H]([C@H](CO)O)C([O-])=C1O.[Na+].[C:49]([C:51]1[CH:56]=[CH:55][CH:54]=[CH:53][CH:52]=1)#[CH:50].C([O-])(O)=O.[Na+]. The catalyst is CC(O)(C)C.O. The product is [C:51]1([C:49]2[O:17][N:16]=[C:1]([C@H:3]3[CH2:7][CH2:6][CH2:5][N:4]3[C:8]([O:10][C:11]([CH3:14])([CH3:13])[CH3:12])=[O:9])[CH:50]=2)[CH:56]=[CH:55][CH:54]=[CH:53][CH:52]=1. The yield is 0.310. (2) The reactants are [C:1]([C:5]1[O:9][N:8]=[C:7]([NH:10][C:11]([NH:13][C:14]2[CH:19]=[CH:18][CH:17]=[C:16]([O:20][C:21]3[C:30]4[C:25](=[CH:26][C:27]([O:33][CH2:34][CH2:35][CH2:36]Cl)=[C:28]([O:31][CH3:32])[CH:29]=4)[N:24]=[CH:23][N:22]=3)[CH:15]=2)=[O:12])[CH:6]=1)([CH3:4])([CH3:3])[CH3:2].[NH:38]1[CH2:42][CH2:41][C@@H:40]([OH:43])[CH2:39]1.CCN(C(C)C)C(C)C.O. The catalyst is [I-].C([N+](CCCC)(CCCC)CCCC)CCC.CN(C=O)C. The product is [C:1]([C:5]1[O:9][N:8]=[C:7]([NH:10][C:11]([NH:13][C:14]2[CH:19]=[CH:18][CH:17]=[C:16]([O:20][C:21]3[C:30]4[C:25](=[CH:26][C:27]([O:33][CH2:34][CH2:35][CH2:36][N:38]5[CH2:42][CH2:41][C@@H:40]([OH:43])[CH2:39]5)=[C:28]([O:31][CH3:32])[CH:29]=4)[N:24]=[CH:23][N:22]=3)[CH:15]=2)=[O:12])[CH:6]=1)([CH3:4])([CH3:3])[CH3:2]. The yield is 0.160. (3) The yield is 0.780. The reactants are [O:1]1[C:3]2([CH2:8][CH2:7][S:6][CH2:5][CH2:4]2)[CH2:2]1.[OH:9][C:10]1[CH:15]=[C:14]([CH3:16])[C:13]([C:17]2[CH:22]=[CH:21][CH:20]=[C:19]([CH:23]=[O:24])[CH:18]=2)=[C:12]([CH3:25])[CH:11]=1.C(=O)([O-])[O-].[K+].[K+]. The catalyst is CN(C)C=O. The product is [OH:1][C:3]1([CH2:2][O:9][C:10]2[CH:15]=[C:14]([CH3:16])[C:13]([C:17]3[CH:22]=[CH:21][CH:20]=[C:19]([CH:23]=[O:24])[CH:18]=3)=[C:12]([CH3:25])[CH:11]=2)[CH2:8][CH2:7][S:6][CH2:5][CH2:4]1.